This data is from Forward reaction prediction with 1.9M reactions from USPTO patents (1976-2016). The task is: Predict the product of the given reaction. (1) Given the reactants [Br:1][CH2:2][C:3]1[CH:16]=[CH:15][C:6]([C:7]([C:9]2[CH:14]=[CH:13][CH:12]=[CH:11][CH:10]=2)=[O:8])=[CH:5][CH:4]=1.[OH:17][CH2:18][C:19]1[CH:32]=[CH:31][C:22]([C:23]([C:25]2[CH:30]=[CH:29][CH:28]=[CH:27][CH:26]=2)=O)=[CH:21][CH:20]=1.O.[NH2:34][NH2:35], predict the reaction product. The product is: [Br:1][CH2:2][C:3]1[CH:16]=[CH:15][C:6]([C:7]([C:9]2[CH:14]=[CH:13][CH:12]=[CH:11][CH:10]=2)=[O:8])=[CH:5][CH:4]=1.[OH:17][CH2:18][C:19]1[CH:32]=[CH:31][C:22]([C:23](=[N:34][NH2:35])[C:25]2[CH:30]=[CH:29][CH:28]=[CH:27][CH:26]=2)=[CH:21][CH:20]=1. (2) Given the reactants Br[C:2]1[CH:7]=[CH:6][C:5]([C:8]2[N:9]([CH2:14][C@@H:15]3[CH2:19][CH2:18][N:17]([C:20]([CH:22]4[CH2:24][CH2:23]4)=[O:21])[CH2:16]3)[C:10](=[O:13])[NH:11][N:12]=2)=[C:4]([Cl:25])[CH:3]=1.CC1(C)C(C)(C)OB([C:34]2[CH:35]=[C:36]3[C:40](=[CH:41][CH:42]=2)[NH:39][CH:38]=[CH:37]3)O1.C([O-])([O-])=O.[K+].[K+].O1CCOCC1, predict the reaction product. The product is: [Cl:25][C:4]1[CH:3]=[C:2]([C:34]2[CH:35]=[C:36]3[C:40](=[CH:41][CH:42]=2)[NH:39][CH:38]=[CH:37]3)[CH:7]=[CH:6][C:5]=1[C:8]1[N:9]([CH2:14][C@@H:15]2[CH2:19][CH2:18][N:17]([C:20]([CH:22]3[CH2:24][CH2:23]3)=[O:21])[CH2:16]2)[C:10](=[O:13])[NH:11][N:12]=1. (3) The product is: [Cl:19][C:16]1[CH:17]=[CH:18][C:13]([O:12][C:9]2[N:10]=[CH:11][C:6]([CH2:5][C:1]#[N:2])=[CH:7][CH:8]=2)=[CH:14][CH:15]=1. Given the reactants [C-:1]#[N:2].[Na+].Cl[CH2:5][C:6]1[CH:7]=[CH:8][C:9]([O:12][C:13]2[CH:18]=[CH:17][C:16]([Cl:19])=[CH:15][CH:14]=2)=[N:10][CH:11]=1.C1OCCOCCOCCOCCOCCOC1.O, predict the reaction product.